This data is from Full USPTO retrosynthesis dataset with 1.9M reactions from patents (1976-2016). The task is: Predict the reactants needed to synthesize the given product. Given the product [F:11][C:8]1[CH:9]=[CH:10][C:5]([CH:4]([C:12]2[CH:17]=[CH:16][C:15]([F:18])=[CH:14][CH:13]=2)[C:3](=[O:19])[CH2:2][N:25]([CH2:26][C@@H:27]2[CH2:32][N:31]([C:33]([O:35][CH2:36][C:37]3[CH:42]=[CH:41][CH:40]=[CH:39][CH:38]=3)=[O:34])[CH2:30][CH2:29][N:28]2[C:43]([O:45][C:46]([CH3:49])([CH3:48])[CH3:47])=[O:44])[CH2:24][C:23]2[CH:50]=[CH:51][CH:52]=[CH:53][C:22]=2[O:21][CH3:20])=[CH:6][CH:7]=1, predict the reactants needed to synthesize it. The reactants are: Br[CH2:2][C:3](=[O:19])[CH:4]([C:12]1[CH:17]=[CH:16][C:15]([F:18])=[CH:14][CH:13]=1)[C:5]1[CH:10]=[CH:9][C:8]([F:11])=[CH:7][CH:6]=1.[CH3:20][O:21][C:22]1[CH:53]=[CH:52][CH:51]=[CH:50][C:23]=1[CH2:24][NH:25][CH2:26][C@@H:27]1[CH2:32][N:31]([C:33]([O:35][CH2:36][C:37]2[CH:42]=[CH:41][CH:40]=[CH:39][CH:38]=2)=[O:34])[CH2:30][CH2:29][N:28]1[C:43]([O:45][C:46]([CH3:49])([CH3:48])[CH3:47])=[O:44].